From a dataset of Forward reaction prediction with 1.9M reactions from USPTO patents (1976-2016). Predict the product of the given reaction. (1) Given the reactants [Cl:1][C:2]1[CH:26]=[CH:25][C:5]([CH2:6][N:7]2[C:15]3[C:10](=[CH:11][C:12]([CH:16]=[C:17]4[S:21][C:20](SC)=[N:19][C:18]4=[O:24])=[CH:13][CH:14]=3)[CH:9]=[N:8]2)=[C:4]([C:27]([F:30])([F:29])[F:28])[CH:3]=1.[F:31][CH:32]1[CH2:35][NH:34][CH2:33]1, predict the reaction product. The product is: [Cl:1][C:2]1[CH:26]=[CH:25][C:5]([CH2:6][N:7]2[C:15]3[C:10](=[CH:11][C:12]([CH:16]=[C:17]4[S:21][C:20]([N:34]5[CH2:35][CH:32]([F:31])[CH2:33]5)=[N:19][C:18]4=[O:24])=[CH:13][CH:14]=3)[CH:9]=[N:8]2)=[C:4]([C:27]([F:28])([F:30])[F:29])[CH:3]=1. (2) Given the reactants I[C:2]1[C:3]([NH:14][C:15]2[CH:16]=[N:17][C:18]([O:21][CH3:22])=[CH:19][CH:20]=2)=[N:4][C:5]([N:8]2[CH2:13][CH2:12][CH2:11][CH2:10][CH2:9]2)=[N:6][CH:7]=1.[CH3:23][C:24]1[N:29]=[C:28]([S:30][CH3:31])[N:27]=[C:26]([Sn](CCCC)(CCCC)CCCC)[N:25]=1.[F-].[Cs+].O1CCOCC1, predict the reaction product. The product is: [CH3:22][O:21][C:18]1[N:17]=[CH:16][C:15]([NH:14][C:3]2[C:2]([C:26]3[N:25]=[C:24]([CH3:23])[N:29]=[C:28]([S:30][CH3:31])[N:27]=3)=[CH:7][N:6]=[C:5]([N:8]3[CH2:13][CH2:12][CH2:11][CH2:10][CH2:9]3)[N:4]=2)=[CH:20][CH:19]=1.